The task is: Regression. Given a peptide amino acid sequence and an MHC pseudo amino acid sequence, predict their binding affinity value. This is MHC class I binding data.. This data is from Peptide-MHC class I binding affinity with 185,985 pairs from IEDB/IMGT. (1) The peptide sequence is ELAPIRVNA. The MHC is HLA-B07:02 with pseudo-sequence HLA-B07:02. The binding affinity (normalized) is 0.213. (2) The binding affinity (normalized) is 0.0847. The MHC is HLA-B58:01 with pseudo-sequence HLA-B58:01. The peptide sequence is LDKGKLWHL. (3) The peptide sequence is HIRQIINTW. The MHC is Mamu-B52 with pseudo-sequence Mamu-B52. The binding affinity (normalized) is 0.350. (4) The peptide sequence is LGYAYINS. The binding affinity (normalized) is 0. The MHC is H-2-Db with pseudo-sequence H-2-Db. (5) The peptide sequence is FVASFRLFAR. The MHC is HLA-A68:01 with pseudo-sequence HLA-A68:01. The binding affinity (normalized) is 1.00. (6) The binding affinity (normalized) is 0.259. The peptide sequence is DTMRPTTVV. The MHC is HLA-A02:06 with pseudo-sequence HLA-A02:06. (7) The peptide sequence is DAVVADLSA. The MHC is HLA-A02:02 with pseudo-sequence HLA-A02:02. The binding affinity (normalized) is 0.0258. (8) The binding affinity (normalized) is 0.0263. The peptide sequence is YLDWHAGHAW. The MHC is HLA-A01:01 with pseudo-sequence HLA-A01:01. (9) The peptide sequence is RQIHSISER. The MHC is HLA-A74:01 with pseudo-sequence HLA-A74:01. The binding affinity (normalized) is 0.538.